From a dataset of Reaction yield outcomes from USPTO patents with 853,638 reactions. Predict the reaction yield, written as a fraction of the theoretical maximum amount of product (1.0 means a 100% yield; for example, 0.34 means a 34% yield). (1) The reactants are [C:1]([O:5][C:6]([N:8]1[CH2:13][CH2:12][CH:11]([O:14][C:15]2[CH:20]=[CH:19][C:18]([C:21](=[O:30])[CH:22]([CH3:29])[CH2:23][C:24]([O:26]CC)=[O:25])=[CH:17][CH:16]=2)[CH2:10][CH2:9]1)=[O:7])([CH3:4])([CH3:3])[CH3:2].[OH-].[Na+]. The catalyst is CO. The product is [C:1]([O:5][C:6]([N:8]1[CH2:13][CH2:12][CH:11]([O:14][C:15]2[CH:16]=[CH:17][C:18]([C:21](=[O:30])[CH:22]([CH3:29])[CH2:23][C:24]([OH:26])=[O:25])=[CH:19][CH:20]=2)[CH2:10][CH2:9]1)=[O:7])([CH3:4])([CH3:2])[CH3:3]. The yield is 0.810. (2) The reactants are C([O:8][C:9]1[CH:10]=[C:11]2[C:15](=[CH:16][CH:17]=1)[N:14]([CH3:18])[CH:13]=[CH:12]2)C1C=CC=CC=1.[H][H]. The catalyst is C(O)C.[Pd]. The product is [OH:8][C:9]1[CH:10]=[C:11]2[C:15](=[CH:16][CH:17]=1)[N:14]([CH3:18])[CH:13]=[CH:12]2. The yield is 0.970. (3) The yield is 0.200. The reactants are Br[C:2]1[N:7]=[N:6][C:5]([NH2:8])=[N:4][C:3]=1[C:9]1[CH:14]=[CH:13][C:12]([F:15])=[CH:11][CH:10]=1.[CH3:16][CH:17]1[O:22][CH:21]([CH3:23])[CH2:20][NH:19][CH2:18]1. No catalyst specified. The product is [CH3:23][CH:21]1[O:22][CH:17]([CH3:16])[CH2:18][N:19]([C:2]2[N:7]=[N:6][C:5]([NH2:8])=[N:4][C:3]=2[C:9]2[CH:14]=[CH:13][C:12]([F:15])=[CH:11][CH:10]=2)[CH2:20]1. (4) The reactants are [C:1]([C:4]1[CH:11]=[C:10]([CH3:12])[C:7]([C:8]#[N:9])=[C:6]([I:13])[C:5]=1[OH:14])(=[O:3])[CH3:2].C(=O)([O-])[O-].[K+].[K+].[CH2:21](I)[CH3:22]. The catalyst is CN(C)C=O.C(OCC)(=O)C. The product is [C:1]([C:4]1[CH:11]=[C:10]([CH3:12])[C:7]([C:8]#[N:9])=[C:6]([I:13])[C:5]=1[O:14][CH2:21][CH3:22])(=[O:3])[CH3:2]. The yield is 0.960.